Task: Predict the reaction yield, written as a fraction of the theoretical maximum amount of product (1.0 means a 100% yield; for example, 0.34 means a 34% yield).. Dataset: Reaction yield outcomes from USPTO patents with 853,638 reactions The reactants are [N:1]([C@:4]1([CH2:19]I)[O:8][C@@H:7]([N:9]2[CH:14]=[CH:13][C:12](=[O:15])[NH:11][C:10]2=[O:16])[C@H:6]([OH:17])[C@@H:5]1[F:18])=[N+:2]=[N-:3].[Cl:21][C:22]1[CH:23]=[C:24]([CH:28]=[CH:29][CH:30]=1)[C:25]([OH:27])=[O:26].ClC1C=CC=C(C(OO)=O)C=1.[O-]S([O-])(=S)=O.[Na+].[Na+].C([O-])(O)=O.[Na+]. The catalyst is C(Cl)Cl.[N+](CCCC)(CCCC)(CCCC)CCCC.[O-]S(O)(=O)=O.OP([O-])([O-])=O.[K+].[K+]. The product is [N:1]([C@@:4]1([CH2:19][O:27][C:25](=[O:26])[C:24]2[CH:28]=[CH:29][CH:30]=[C:22]([Cl:21])[CH:23]=2)[C@@H:5]([F:18])[C@@H:6]([OH:17])[C@H:7]([N:9]2[CH:14]=[CH:13][C:12](=[O:15])[NH:11][C:10]2=[O:16])[O:8]1)=[N+:2]=[N-:3]. The yield is 0.430.